This data is from Forward reaction prediction with 1.9M reactions from USPTO patents (1976-2016). The task is: Predict the product of the given reaction. (1) Given the reactants [F:1][C:2]1[C:10]([CH2:11][S:12][CH3:13])=[C:9]2[C:5]([CH:6]=[CH:7][NH:8]2)=[CH:4][CH:3]=1.[CH:14]1([CH:17]([C:19]2[CH:24]=[CH:23][C:22]([Cl:25])=[CH:21][CH:20]=2)O)[CH2:16][CH2:15]1.ClC1C=C(F)C=CC=1C(C1CC1)C1C2C(=C(CSC)C(F)=CC=2)NC=1, predict the reaction product. The product is: [Cl:25][C:22]1[CH:23]=[CH:24][C:19]([CH:17]([CH:14]2[CH2:15][CH2:16]2)[C:6]2[C:5]3[C:9](=[C:10]([CH2:11][S:12][CH3:13])[C:2]([F:1])=[CH:3][CH:4]=3)[NH:8][CH:7]=2)=[CH:20][CH:21]=1. (2) Given the reactants [I-].[C:2]([C:5]1[CH:10]=[C:9]([I:11])[CH:8]=[CH:7][NH+:6]=1)([OH:4])=O.[N:12]1([C:19]([O:21][C:22]([CH3:25])([CH3:24])[CH3:23])=[O:20])[CH2:18][CH2:17][CH2:16][NH:15][CH2:14][CH2:13]1.CN(C(ON1N=NC2C=CC=CC1=2)=[N+](C)C)C.F[P-](F)(F)(F)(F)F.CCN(C(C)C)C(C)C, predict the reaction product. The product is: [I:11][C:9]1[CH:8]=[CH:7][N:6]=[C:5]([C:2]([N:15]2[CH2:16][CH2:17][CH2:18][N:12]([C:19]([O:21][C:22]([CH3:25])([CH3:24])[CH3:23])=[O:20])[CH2:13][CH2:14]2)=[O:4])[CH:10]=1. (3) Given the reactants CC(OI1(OC(C)=O)(OC(C)=O)OC(=O)C2C=CC=CC1=2)=O.[CH3:23][O:24][C:25]1[CH:26]=[C:27]2[C:32](=[CH:33][CH:34]=1)[N:31]=[CH:30][C:29]([S:35][CH2:36][CH2:37][OH:38])=[CH:28]2, predict the reaction product. The product is: [CH3:23][O:24][C:25]1[CH:26]=[C:27]2[C:32](=[CH:33][CH:34]=1)[N:31]=[CH:30][C:29]([S:35][CH2:36][CH:37]=[O:38])=[CH:28]2. (4) Given the reactants [OH:1][C:2]1[CH:3]=[C:4]([CH:27]=[CH:28][C:29]=1[N+:30]([O-])=O)[O:5][C:6]1[C:15]2[C:10](=[C:11]([O:16][C:17]3[CH:22]=[CH:21][C:20]([N+:23]([O-])=O)=[C:19]([OH:26])[CH:18]=3)[CH:12]=[CH:13][CH:14]=2)[CH:9]=[CH:8][CH:7]=1.[K+].[Br-], predict the reaction product. The product is: [NH2:23][C:20]1[CH:21]=[CH:22][C:17]([O:16][C:11]2[C:10]3[C:15](=[C:6]([O:5][C:4]4[CH:27]=[CH:28][C:29]([NH2:30])=[C:2]([OH:1])[CH:3]=4)[CH:7]=[CH:8][CH:9]=3)[CH:14]=[CH:13][CH:12]=2)=[CH:18][C:19]=1[OH:26].